Dataset: Retrosynthesis with 50K atom-mapped reactions and 10 reaction types from USPTO. Task: Predict the reactants needed to synthesize the given product. Given the product Cc1nc(C(=O)Nc2cnn(Cc3nc(C(C)(F)F)co3)n2)c(-c2ccc(F)c(N(C)C)c2)o1, predict the reactants needed to synthesize it. The reactants are: CC(F)(F)c1coc(Cn2ncc(N)n2)n1.Cc1nc(C(=O)O)c(-c2ccc(F)c(N(C)C)c2)o1.